This data is from Forward reaction prediction with 1.9M reactions from USPTO patents (1976-2016). The task is: Predict the product of the given reaction. (1) The product is: [CH2:27]([N:12]([CH2:11][C:5]1[CH:6]=[CH:7][C:8]([O:9][CH3:10])=[C:3]([O:2][CH3:1])[CH:4]=1)[S:14]([C:17]1[CH:26]=[CH:25][C:20]([C:21]([OH:23])=[O:22])=[CH:19][CH:18]=1)(=[O:16])=[O:15])[C:28]1[CH:33]=[CH:32][CH:31]=[CH:30][CH:29]=1. Given the reactants [CH3:1][O:2][C:3]1[CH:4]=[C:5]([CH2:11][NH2:12])[CH:6]=[CH:7][C:8]=1[O:9][CH3:10].Cl[S:14]([C:17]1[CH:26]=[CH:25][C:20]([C:21]([O:23]C)=[O:22])=[CH:19][CH:18]=1)(=[O:16])=[O:15].[CH2:27](Cl)[C:28]1[CH:33]=[CH:32][CH:31]=[CH:30][CH:29]=1, predict the reaction product. (2) Given the reactants Br[C:2]1[N:7]=[C:6]([CH3:8])[C:5]([C:9]([N:11]2[CH2:16][CH2:15][N:14]([C:17]3[C:22]([CH:23]4[CH2:25][CH2:24]4)=[CH:21][C:20]([CH:26]4[CH2:28][CH2:27]4)=[CH:19][N:18]=3)[CH2:13][CH2:12]2)=[O:10])=[CH:4][CH:3]=1.[CH3:29][CH:30]1[NH:34][C:33](=[O:35])[CH2:32][CH2:31]1, predict the reaction product. The product is: [CH:23]1([C:22]2[C:17]([N:14]3[CH2:15][CH2:16][N:11]([C:9]([C:5]4[CH:4]=[CH:3][C:2]([N:34]5[CH:30]([CH3:29])[CH2:31][CH2:32][C:33]5=[O:35])=[N:7][C:6]=4[CH3:8])=[O:10])[CH2:12][CH2:13]3)=[N:18][CH:19]=[C:20]([CH:26]3[CH2:28][CH2:27]3)[CH:21]=2)[CH2:25][CH2:24]1. (3) Given the reactants C([O:3][C:4](=[O:38])[CH2:5][N:6]1[CH2:11][CH2:10][CH:9]([CH:12]([N:14]2[C:22]3[C:17](=[CH:18][CH:19]=[CH:20][CH:21]=3)[C:16]([C:23](=[O:36])[NH:24][CH2:25][C:26]3[C:27](=[O:35])[NH:28][C:29]([CH3:34])=[CH:30][C:31]=3[O:32][CH3:33])=[C:15]2[CH3:37])[CH3:13])[CH2:8][CH2:7]1)C.C1COCC1.CO.O.[OH-].[Li+], predict the reaction product. The product is: [CH3:33][O:32][C:31]1[CH:30]=[C:29]([CH3:34])[NH:28][C:27](=[O:35])[C:26]=1[CH2:25][NH:24][C:23]([C:16]1[C:17]2[C:22](=[CH:21][CH:20]=[CH:19][CH:18]=2)[N:14]([CH:12]([CH:9]2[CH2:8][CH2:7][N:6]([CH2:5][C:4]([OH:38])=[O:3])[CH2:11][CH2:10]2)[CH3:13])[C:15]=1[CH3:37])=[O:36]. (4) The product is: [NH2:29][C:20](=[O:22])[CH2:19][C:15]1([NH:14][C:12]([C:10]2[CH:9]=[CH:8][C:7]([C:23]([F:24])([F:25])[F:26])=[C:6]([O:5][CH2:4][CH:1]3[CH2:3][CH2:2]3)[N:11]=2)=[O:13])[CH2:18][S:17][CH2:16]1. Given the reactants [CH:1]1([CH2:4][O:5][C:6]2[N:11]=[C:10]([C:12]([NH:14][C:15]3([CH2:19][C:20]([OH:22])=O)[CH2:18][S:17][CH2:16]3)=[O:13])[CH:9]=[CH:8][C:7]=2[C:23]([F:26])([F:25])[F:24])[CH2:3][CH2:2]1.C1N=C[N:29](C(N2C=NC=C2)=O)C=1.N, predict the reaction product. (5) Given the reactants [O:1]=[C:2]1[CH2:7][O:6][C:5]2[N:8]=[C:9]([C:18]3[CH:32]=[CH:31][C:21]([CH2:22][NH:23][C:24](=[O:30])[O:25][C:26]([CH3:29])([CH3:28])[CH3:27])=[CH:20][CH:19]=3)[C:10]([C:12]3[CH:17]=[CH:16][CH:15]=[CH:14][CH:13]=3)=[CH:11][C:4]=2[NH:3]1.Br[CH2:34][C:35]#[N:36].C(=O)([O-])[O-].[K+].[K+], predict the reaction product. The product is: [C:35]([CH2:34][N:3]1[C:2](=[O:1])[CH2:7][O:6][C:5]2[N:8]=[C:9]([C:18]3[CH:19]=[CH:20][C:21]([CH2:22][NH:23][C:24](=[O:30])[O:25][C:26]([CH3:27])([CH3:28])[CH3:29])=[CH:31][CH:32]=3)[C:10]([C:12]3[CH:13]=[CH:14][CH:15]=[CH:16][CH:17]=3)=[CH:11][C:4]1=2)#[N:36]. (6) Given the reactants [F:1][C:2]([F:23])([CH:20]([F:22])[F:21])[CH2:3][O:4][C:5]1[CH:10]=[CH:9][C:8](/[CH:11]=[CH:12]/[CH:13]=[CH:14]/[C:15](OCC)=[O:16])=[CH:7][CH:6]=1.[H-].C([Al+]CC(C)C)C(C)C, predict the reaction product. The product is: [F:1][C:2]([F:23])([CH:20]([F:21])[F:22])[CH2:3][O:4][C:5]1[CH:6]=[CH:7][C:8](/[CH:11]=[CH:12]/[CH:13]=[CH:14]/[CH2:15][OH:16])=[CH:9][CH:10]=1.